From a dataset of Reaction yield outcomes from USPTO patents with 853,638 reactions. Predict the reaction yield, written as a fraction of the theoretical maximum amount of product (1.0 means a 100% yield; for example, 0.34 means a 34% yield). (1) The reactants are Cl[Si](C)(C)C.[Cl:6][CH:7]([CH2:27][CH3:28])[C:8]([NH:10][C:11]1[CH:15]=[CH:14][S:13][C:12]=1[C:16]([NH:18][C:19]1[CH:24]=[C:23]([F:25])[CH:22]=[C:21]([F:26])[CH:20]=1)=[O:17])=O.C(N(CC)CC)C. The catalyst is C(#N)C. The product is [Cl:6][CH:7]([C:8]1[N:18]([C:19]2[CH:24]=[C:23]([F:25])[CH:22]=[C:21]([F:26])[CH:20]=2)[C:16](=[O:17])[C:12]2[S:13][CH:14]=[CH:15][C:11]=2[N:10]=1)[CH2:27][CH3:28]. The yield is 0.760. (2) The reactants are [Br:1][C:2]1[CH:3]=[CH:4][C:5]([O:19][C:20]([F:23])([F:22])[F:21])=[C:6]([CH:8]=[C:9]2[C:13]([CH3:15])([CH3:14])[O:12][C:11]([CH3:17])([CH3:16])[C:10]2=[O:18])[CH:7]=1.[OH:24]O.[OH-].[Li+]. The catalyst is CO. The product is [Br:1][C:2]1[CH:3]=[CH:4][C:5]([O:19][C:20]([F:23])([F:21])[F:22])=[C:6]([CH:8]2[C:9]3([C:10](=[O:18])[C:11]([CH3:17])([CH3:16])[O:12][C:13]3([CH3:14])[CH3:15])[O:24]2)[CH:7]=1. The yield is 0.860. (3) The reactants are [H-].[Na+].[Cl:3][C:4]1[N:9]=[C:8]([NH:10][C@H:11]([C:13]2[CH:18]=[CH:17][CH:16]=[CH:15][CH:14]=2)[CH3:12])[CH:7]=[CH:6][N:5]=1.Cl[CH2:20][C:21]1[CH:26]=[CH:25][C:24]([O:27][CH3:28])=[CH:23][CH:22]=1.O. The catalyst is CN(C=O)C. The product is [Cl:3][C:4]1[N:9]=[C:8]([N:10]([CH2:20][C:21]2[CH:26]=[CH:25][C:24]([O:27][CH3:28])=[CH:23][CH:22]=2)[C@H:11]([C:13]2[CH:14]=[CH:15][CH:16]=[CH:17][CH:18]=2)[CH3:12])[CH:7]=[CH:6][N:5]=1. The yield is 0.650. (4) The reactants are [CH:1]1([C:4]2[NH:8][N:7]=[C:6]([N:9]3[CH:17]=[N:16][C:15]4[C:10]3=[N:11][C:12]([NH:23][C@H:24]([C:26]3[CH:31]=[CH:30][C:29]([F:32])=[CH:28][CH:27]=3)[CH3:25])=[N:13][C:14]=4[C:18](OCC)=[O:19])[CH:5]=2)[CH2:3][CH2:2]1.[H-].[Al+3].[Li+].[H-].[H-].[H-].O.O.O.O.O.O.O.O.O.O.S([O-])([O-])(=O)=O.[Na+].[Na+]. The catalyst is C1COCC1. The product is [CH:1]1([C:4]2[NH:8][N:7]=[C:6]([N:9]3[CH:17]=[N:16][C:15]4[C:10]3=[N:11][C:12]([NH:23][C@H:24]([C:26]3[CH:31]=[CH:30][C:29]([F:32])=[CH:28][CH:27]=3)[CH3:25])=[N:13][C:14]=4[CH2:18][OH:19])[CH:5]=2)[CH2:3][CH2:2]1. The yield is 0.330.